This data is from Catalyst prediction with 721,799 reactions and 888 catalyst types from USPTO. The task is: Predict which catalyst facilitates the given reaction. (1) Reactant: [Cl:1][C:2]1[CH:3]=[C:4]([C:12]2([C:32]([F:35])([F:34])[F:33])[O:16][N:15]=[C:14]([C:17]3[CH:22]=[CH:21][C:20]([C:23]([N:25]4[CH2:29][C:28](=[O:30])[NH:27][CH2:26]4)=[O:24])=[C:19]([CH3:31])[CH:18]=3)[CH2:13]2)[CH:5]=[C:6]([C:8]([F:11])([F:10])[F:9])[CH:7]=1.[H-].[Na+].[F:38][C:39]([F:44])([F:43])[CH2:40][CH2:41]I. Product: [Cl:1][C:2]1[CH:3]=[C:4]([C:12]2([C:32]([F:33])([F:34])[F:35])[O:16][N:15]=[C:14]([C:17]3[CH:22]=[CH:21][C:20]([C:23]([N:25]4[CH2:29][C:28](=[O:30])[N:27]([CH2:41][CH2:40][C:39]([F:44])([F:43])[F:38])[CH2:26]4)=[O:24])=[C:19]([CH3:31])[CH:18]=3)[CH2:13]2)[CH:5]=[C:6]([C:8]([F:11])([F:10])[F:9])[CH:7]=1. The catalyst class is: 9. (2) Reactant: [CH3:1][O:2][C:3]1[CH:8]=[C:7]([CH3:9])[C:6]([S:10]([N:13]2[C:22]3[C:17](=[CH:18][CH:19]=[CH:20][CH:21]=3)[CH2:16][CH2:15][C@H:14]2[CH2:23][O:24][CH2:25][C:26](O)=[O:27])(=[O:12])=[O:11])=[C:5]([CH3:29])[CH:4]=1.C(N1C=CN=C1)(N1C=CN=C1)=O.[N:42]1[CH:47]=[CH:46][C:45]([C:48]2[C:52]3[CH2:53][NH:54][CH2:55][CH2:56][C:51]=3[O:50][N:49]=2)=[CH:44][CH:43]=1.C(=O)([O-])O.[Na+]. Product: [CH3:1][O:2][C:3]1[CH:4]=[C:5]([CH3:29])[C:6]([S:10]([N:13]2[C:22]3[C:17](=[CH:18][CH:19]=[CH:20][CH:21]=3)[CH2:16][CH2:15][C@H:14]2[CH2:23][O:24][CH2:25][C:26]([N:54]2[CH2:55][CH2:56][C:51]3[O:50][N:49]=[C:48]([C:45]4[CH:46]=[CH:47][N:42]=[CH:43][CH:44]=4)[C:52]=3[CH2:53]2)=[O:27])(=[O:11])=[O:12])=[C:7]([CH3:9])[CH:8]=1. The catalyst class is: 4.